This data is from Full USPTO retrosynthesis dataset with 1.9M reactions from patents (1976-2016). The task is: Predict the reactants needed to synthesize the given product. (1) Given the product [N:29]1([CH2:28]/[CH:27]=[C:22]2/[C:21]3[CH:20]=[N:19][N:18]([C:12]4[CH:17]=[CH:16][CH:15]=[CH:14][CH:13]=4)[C:26]=3[CH2:25][CH2:24][CH2:23]/2)[CH2:34][CH2:33][O:8][CH2:31][CH2:30]1, predict the reactants needed to synthesize it. The reactants are: C1(C)C=CC(S([O-])(=O)=[O:8])=CC=1.[C:12]1([N:18]2[C:26]3[CH2:25][CH2:24][CH2:23][C:22](=[CH:27][CH2:28][N+:29]4[CH:34]=[CH:33]C=[CH:31][CH:30]=4)[C:21]=3[CH:20]=[N:19]2)[CH:17]=[CH:16][CH:15]=[CH:14][CH:13]=1.N1CCOCC1. (2) Given the product [Cl:16][C:13]1[S:12][C:11]([C:9](=[O:10])[CH2:8][C:6]2[CH:5]=[CH:4][N:3]=[C:2]([NH:7][CH:6]([CH3:8])[CH3:5])[N:7]=2)=[CH:15][CH:14]=1, predict the reactants needed to synthesize it. The reactants are: Cl[C:2]1[N:7]=[C:6]([CH2:8][CH:9]([C:11]2[S:12][C:13]([Cl:16])=[CH:14][CH:15]=2)[OH:10])[CH:5]=[CH:4][N:3]=1. (3) Given the product [NH2:1][C:2]1[C:7]([F:8])=[C:6]([C:9]2[CH:14]=[CH:13][C:12]([Cl:15])=[C:11]([O:16][CH3:17])[C:10]=2[F:18])[N:5]=[C:4]([C:19]([O:21][CH:22]([CH3:24])[CH3:23])=[O:20])[C:3]=1[Br:25], predict the reactants needed to synthesize it. The reactants are: [NH2:1][C:2]1[C:7]([F:8])=[C:6]([C:9]2[CH:14]=[CH:13][C:12]([Cl:15])=[C:11]([O:16][CH3:17])[C:10]=2[F:18])[N:5]=[C:4]([C:19]([O:21][CH:22]([CH3:24])[CH3:23])=[O:20])[CH:3]=1.[Br:25]N1C(=O)CCC1=O. (4) Given the product [CH2:1]([N:8]1[CH2:13][CH2:12][C:11]2[O:23][C:16]([C:17]3[CH:18]=[CH:19][CH:20]=[CH:21][CH:22]=3)=[CH:15][C:10]=2[CH2:9]1)[C:2]1[CH:3]=[CH:4][CH:5]=[CH:6][CH:7]=1, predict the reactants needed to synthesize it. The reactants are: [CH2:1]([N:8]1[CH2:13][CH2:12][C:11](=O)[CH:10]([CH2:15][C:16](=[O:23])[C:17]2[CH:22]=[CH:21][CH:20]=[CH:19][CH:18]=2)[CH2:9]1)[C:2]1[CH:7]=[CH:6][CH:5]=[CH:4][CH:3]=1. (5) Given the product [ClH:36].[ClH:36].[ClH:36].[CH2:1]1[O:9][C:8]2[CH:7]=[CH:6][C:5]([N:10]([CH:11]3[CH2:16][CH2:15][N:14]([CH2:17][C:18]4[CH:23]=[CH:22][N:21]=[C:20]([C:24]5[CH:25]=[C:26]([O:34][CH3:35])[C:27]([O:32][CH3:33])=[C:28]([O:30][CH3:31])[CH:29]=5)[CH:19]=4)[CH2:13][CH2:12]3)[CH2:37][C:38]3[C:39]([C:44]4[CH:49]=[C:48]([O:50][CH3:51])[C:47]([O:52][CH3:53])=[C:46]([O:54][CH3:55])[CH:45]=4)=[N:40][CH:41]=[CH:42][CH:43]=3)=[CH:4][C:3]=2[O:2]1, predict the reactants needed to synthesize it. The reactants are: [CH2:1]1[O:9][C:8]2[CH:7]=[CH:6][C:5]([NH:10][CH:11]3[CH2:16][CH2:15][N:14]([CH2:17][C:18]4[CH:23]=[CH:22][N:21]=[C:20]([C:24]5[CH:29]=[C:28]([O:30][CH3:31])[C:27]([O:32][CH3:33])=[C:26]([O:34][CH3:35])[CH:25]=5)[CH:19]=4)[CH2:13][CH2:12]3)=[CH:4][C:3]=2[O:2]1.[Cl:36][CH2:37][C:38]1[C:39]([C:44]2[CH:49]=[C:48]([O:50][CH3:51])[C:47]([O:52][CH3:53])=[C:46]([O:54][CH3:55])[CH:45]=2)=[N:40][CH:41]=[CH:42][CH:43]=1.